From a dataset of Full USPTO retrosynthesis dataset with 1.9M reactions from patents (1976-2016). Predict the reactants needed to synthesize the given product. (1) Given the product [CH2:23]([C:10]1[CH:11]=[N:12][C:13]2[C:18]([C:9]=1[C:6]1[CH:7]=[CH:8][C:3]([O:2][CH3:1])=[CH:4][CH:5]=1)=[CH:17][CH:16]=[CH:15][C:14]=2[C:19]([F:22])([F:20])[F:21])[C:25]1[CH:26]=[CH:27][CH:28]=[CH:29][CH:30]=1, predict the reactants needed to synthesize it. The reactants are: [CH3:1][O:2][C:3]1[CH:8]=[CH:7][C:6]([C:9]2[C:18]3[C:13](=[C:14]([C:19]([F:22])([F:21])[F:20])[CH:15]=[CH:16][CH:17]=3)[N:12]=[CH:11][C:10]=2[C:23]([C:25]2[CH:30]=[CH:29][CH:28]=[CH:27][CH:26]=2)=O)=[CH:5][CH:4]=1.C1(C(C2C=NC3C(C=2C2C=CC=CC=2)=CC=CC=3C(F)(F)F)=O)C=CC=CC=1.Cl. (2) Given the product [Cl:24][C:15]1[C:14]2[N:13]=[C:12]([CH2:25][O:26][CH2:27][CH3:28])[N:11]([CH2:8][CH:9]3[O:29][N:30]=[C:31]([CH3:32])[CH2:10]3)[C:23]=2[C:22]2[CH:21]=[CH:20][CH:19]=[CH:18][C:17]=2[N:16]=1, predict the reactants needed to synthesize it. The reactants are: C(N(CC)CC)C.[CH2:8]([N:11]1[C:23]2[C:22]3[CH:21]=[CH:20][CH:19]=[CH:18][C:17]=3[N:16]=[C:15]([Cl:24])[C:14]=2[N:13]=[C:12]1[CH2:25][O:26][CH2:27][CH3:28])[CH:9]=[CH2:10].[OH:29][N:30]=[C:31](Cl)[CH3:32]. (3) Given the product [CH2:7]([O:14][CH2:15][C:16]12[CH2:24][CH:20]3[CH2:21][CH:22]([CH2:23]1)[C:18]([C:25]([OH:30])=[O:27])([CH2:19]3)[CH2:17]2)[C:8]1[CH:9]=[CH:10][CH:11]=[CH:12][CH:13]=1, predict the reactants needed to synthesize it. The reactants are: [OH-].[Na+].BrBr.Br[O-].[CH2:7]([O:14][CH2:15][C:16]12[CH2:24][CH:20]3[CH2:21][CH:22]([CH2:23]1)[C:18]([C:25](=[O:27])C)([CH2:19]3)[CH2:17]2)[C:8]1[CH:13]=[CH:12][CH:11]=[CH:10][CH:9]=1.CC(O)=[O:30]. (4) Given the product [Br:1][C:2]1[CH:23]=[CH:22][C:5]2[N:6]=[C:7]([N:9]3[CH2:14][CH2:13][NH:12][CH2:11][CH2:10]3)[S:8][C:4]=2[CH:3]=1, predict the reactants needed to synthesize it. The reactants are: [Br:1][C:2]1[CH:23]=[CH:22][C:5]2[N:6]=[C:7]([N:9]3[CH2:14][CH2:13][N:12](C(OC(C)(C)C)=O)[CH2:11][CH2:10]3)[S:8][C:4]=2[CH:3]=1.C(O)(C(F)(F)F)=O. (5) The reactants are: [C:1]([O:5][C:6](=[O:19])[NH:7][CH2:8][C:9]1[CH:14]=[C:13]([N+:15]([O-])=O)[CH:12]=[CH:11][C:10]=1[Br:18])([CH3:4])([CH3:3])[CH3:2].C(O)C.O.[Cl-].[NH4+]. Given the product [C:1]([O:5][C:6](=[O:19])[NH:7][CH2:8][C:9]1[CH:14]=[C:13]([NH2:15])[CH:12]=[CH:11][C:10]=1[Br:18])([CH3:4])([CH3:2])[CH3:3], predict the reactants needed to synthesize it. (6) Given the product [OH:8][C:9]1[C:14]2[NH:15][C:16](=[O:19])[CH2:17][O:18][C:13]=2[C:12]([CH:20]([OH:24])[CH2:21][NH:41][C:38]2([CH2:37][C:36]3[CH:42]=[CH:43][C:33]([OH:32])=[CH:34][CH:35]=3)[CH2:40][CH2:39]2)=[CH:11][CH:10]=1, predict the reactants needed to synthesize it. The reactants are: C([O:8][C:9]1[C:14]2[NH:15][C:16](=[O:19])[CH2:17][O:18][C:13]=2[C:12]([C:20](=[O:24])[CH:21](O)O)=[CH:11][CH:10]=1)C1C=CC=CC=1.C([O:32][C:33]1[CH:43]=[CH:42][C:36]([CH2:37][C:38]2([NH2:41])[CH2:40][CH2:39]2)=[CH:35][CH:34]=1)C1C=CC=CC=1.FC(F)(F)C([O-])=O. (7) Given the product [F:27][C:28]1[CH:29]=[C:30]2[C:35](=[CH:36][CH:37]=1)[NH:34][CH:33]([CH2:38][N:39]1[CH2:44][CH2:43][N:42]([C:45]3[CH:50]=[CH:49][CH:48]=[CH:47][C:46]=3[O:51][CH2:52][C:53]([F:56])([F:54])[F:55])[CH2:41][CH2:40]1)[CH2:32][CH2:31]2, predict the reactants needed to synthesize it. The reactants are: N1C2C(=C(N3CCN(CC4CCC5C(=CC=CC=5)N4)CC3)C=CC=2)C=C1.[F:27][C:28]1[CH:29]=[C:30]2[C:35](=[CH:36][CH:37]=1)[N:34]=[C:33]([CH2:38][N:39]1[CH2:44][CH2:43][N:42]([C:45]3[CH:50]=[CH:49][CH:48]=[CH:47][C:46]=3[O:51][CH2:52][C:53]([F:56])([F:55])[F:54])[CH2:41][CH2:40]1)[CH:32]=[CH:31]2.